This data is from Full USPTO retrosynthesis dataset with 1.9M reactions from patents (1976-2016). The task is: Predict the reactants needed to synthesize the given product. (1) Given the product [Cl:1][C:2]1[N:7]=[C:6]([CH2:8][Cl:12])[CH:5]=[CH:4][N:3]=1, predict the reactants needed to synthesize it. The reactants are: [Cl:1][C:2]1[N:7]=[C:6]([CH2:8]O)[CH:5]=[CH:4][N:3]=1.S(Cl)([Cl:12])=O. (2) Given the product [OH:40][CH:37]([CH:38]=[CH2:39])[CH2:36][O:35][C@H:32]1[CH2:33][CH2:34][C@H:29]([N:3]2[C:2](=[O:1])[C:7]([CH2:8][C:9]3[CH:14]=[CH:13][C:12]([C:15]4[C:16]([C:21]#[N:22])=[CH:17][CH:18]=[CH:19][CH:20]=4)=[CH:11][CH:10]=3)=[C:6]([CH2:23][CH2:24][CH3:25])[N:5]3[N:26]=[CH:27][N:28]=[C:4]23)[CH2:30][CH2:31]1, predict the reactants needed to synthesize it. The reactants are: [O:1]=[C:2]1[C:7]([CH2:8][C:9]2[CH:14]=[CH:13][C:12]([C:15]3[C:16]([C:21]#[N:22])=[CH:17][CH:18]=[CH:19][CH:20]=3)=[CH:11][CH:10]=2)=[C:6]([CH2:23][CH2:24][CH3:25])[N:5]2[N:26]=[CH:27][N:28]=[C:4]2[N:3]1[C@H:29]1[CH2:34][CH2:33][C@H:32]([O:35][CH2:36][C:37](=[O:40])[CH:38]=[CH2:39])[CH2:31][CH2:30]1.[Cl-].[Ce+3].[Cl-].[Cl-].[BH4-].[Na+].[Cl-].[NH4+]. (3) Given the product [C:1]([O:5][C:6](=[O:15])[CH2:7][C:8]1[CH:13]=[CH:12][CH:11]=[CH:10][C:9]=1[CH:17]=[CH:16][N:18]1[C:19](=[O:28])[C:20]2[C:21](=[CH:24][CH:25]=[CH:26][CH:27]=2)[C:22]1=[O:23])([CH3:4])([CH3:3])[CH3:2], predict the reactants needed to synthesize it. The reactants are: [C:1]([O:5][C:6](=[O:15])[CH2:7][C:8]1[CH:13]=[CH:12][CH:11]=[C:10](Br)[CH:9]=1)([CH3:4])([CH3:3])[CH3:2].[CH:16]([N:18]1[C:22](=[O:23])[C:21]2=[CH:24][CH:25]=[CH:26][CH:27]=[C:20]2[C:19]1=[O:28])=[CH2:17].C(N(C(C)C)CC)(C)C.C1(C)C=CC=CC=1P(C1C=CC=CC=1C)C1C=CC=CC=1C. (4) Given the product [CH3:26][O:27][C:28](=[O:31])[CH2:29][N:9]1[C:8]([C:5]2[CH:4]=[CH:3][C:2]([F:1])=[CH:7][CH:6]=2)=[N:12][C:11]([C:13]2[CH:18]=[CH:17][C:16]([F:19])=[CH:15][CH:14]=2)=[N:10]1, predict the reactants needed to synthesize it. The reactants are: [F:1][C:2]1[CH:7]=[CH:6][C:5]([C:8]2[N:12]=[C:11]([C:13]3[CH:18]=[CH:17][C:16]([F:19])=[CH:15][CH:14]=3)[NH:10][N:9]=2)=[CH:4][CH:3]=1.C([O-])([O-])=O.[K+].[K+].[CH3:26][O:27][C:28](=[O:31])[CH2:29]Br. (5) Given the product [Si:42]([O:41][C@@H:39]([CH3:40])[C@@H:38]([NH:49][C:50]1[CH:51]=[CH:52][C:53]([C:56]#[N:57])=[C:65]([Cl:67])[C:55]=1[CH3:54])[C:37]1[O:60][C:33]([C:32]2[CH:61]=[CH:62][C:63]([F:64])=[C:30]([O:29][Si:22]([C:25]([CH3:26])([CH3:27])[CH3:28])([CH3:23])[CH3:24])[CH:31]=2)=[N:35][N:36]=1)([C:45]([CH3:48])([CH3:46])[CH3:47])([CH3:44])[CH3:43], predict the reactants needed to synthesize it. The reactants are: C1(P(C2C=CC=CC=2)C2C=CC=CC=2)C=CC=CC=1.II.[Si:22]([O:29][C:30]1[CH:31]=[C:32]([CH:61]=[CH:62][C:63]=1[F:64])[C:33]([NH:35][NH:36][C:37](=[O:60])[C@H:38]([NH:49][C:50]1[CH:55]=[CH:54][C:53]([C:56]#[N:57])=[C:52](Cl)[C:51]=1C)[C@@H:39]([O:41][Si:42]([C:45]([CH3:48])([CH3:47])[CH3:46])([CH3:44])[CH3:43])[CH3:40])=O)([C:25]([CH3:28])([CH3:27])[CH3:26])([CH3:24])[CH3:23].[CH2:65]([Cl:67])Cl. (6) Given the product [Cl:1][C:2]1[C:11]([F:12])=[CH:10][C:9]([F:13])=[C:8]2[C:3]=1[CH:4]=[C:5]([O:14][S:29]([C:32]([F:35])([F:34])[F:33])(=[O:31])=[O:30])[N:6]=[CH:7]2, predict the reactants needed to synthesize it. The reactants are: [Cl:1][C:2]1[C:11]([F:12])=[CH:10][C:9]([F:13])=[C:8]2[C:3]=1[CH:4]=[C:5]([OH:14])[N:6]=[CH:7]2.C(N(CC)CC)C.C1C=CC(N([S:29]([C:32]([F:35])([F:34])[F:33])(=[O:31])=[O:30])[S:29]([C:32]([F:35])([F:34])[F:33])(=[O:31])=[O:30])=CC=1. (7) Given the product [CH3:14][N:6]1[CH2:7][CH2:8][O:3][C:4]2[CH:12]=[CH:11][CH:10]=[CH:9][C:5]1=2, predict the reactants needed to synthesize it. The reactants are: [H-].[Na+].[O:3]1[CH2:8][CH2:7][NH:6][C:5]2[CH:9]=[CH:10][CH:11]=[CH:12][C:4]1=2.I[CH3:14]. (8) Given the product [F:36][C:33]1[CH:34]=[N:35][C:28]2[N:27]([C:37]3[CH:38]=[C:39]([C:43]4[CH:48]=[CH:47][C:46]([OH:49])=[CH:45][C:44]=4[CH2:50][N:54]4[CH2:59][CH2:58][CH2:57][CH2:56][CH2:55]4)[CH:40]=[CH:41][CH:42]=3)[C:26](=[O:52])[N:25]([C@H:22]3[CH2:21][CH2:20][C@@H:19]([NH:7][CH2:8][C:9]4[N:10]=[C:11]5[CH:16]=[CH:15][C:14]([F:17])=[CH:13][N:12]5[CH:18]=4)[CH2:24][CH2:23]3)[C:30](=[O:31])[C:29]=2[CH:32]=1, predict the reactants needed to synthesize it. The reactants are: C(OC(=O)[N:7]([C@H:19]1[CH2:24][CH2:23][C@@H:22]([N:25]2[C:30](=[O:31])[C:29]3[CH:32]=[C:33]([F:36])[CH:34]=[N:35][C:28]=3[N:27]([C:37]3[CH:38]=[C:39]([C:43]4[CH:48]=[CH:47][C:46]([OH:49])=[CH:45][C:44]=4[CH:50]=O)[CH:40]=[CH:41][CH:42]=3)[C:26]2=[O:52])[CH2:21][CH2:20]1)[CH2:8][C:9]1[N:10]=[C:11]2[CH:16]=[CH:15][C:14]([F:17])=[CH:13][N:12]2[CH:18]=1)(C)(C)C.[NH:54]1[CH2:59][CH2:58][CH2:57][CH2:56][CH2:55]1. (9) Given the product [OH:24][C:19]1[CH:18]=[C:17]([C:15]([C@@H:4]2[C@:5]3([CH3:14])[C@H:10]([C:9]([CH3:13])([CH3:12])[CH2:8][CH2:7][CH2:6]3)[CH2:11][C@@H:2]([NH:1][C:61]([CH:58]3[CH2:59][CH2:60][N:55]([C:53]([O:52][C:48]([CH3:51])([CH3:50])[CH3:49])=[O:54])[CH2:56][CH2:57]3)=[O:62])[C@H:3]2[CH3:25])=[O:16])[CH:22]=[C:21]([OH:23])[CH:20]=1, predict the reactants needed to synthesize it. The reactants are: [NH2:1][C@@H:2]1[CH2:11][C@@H:10]2[C@:5]([CH3:14])([CH2:6][CH2:7][CH2:8][C:9]2([CH3:13])[CH3:12])[C@@H:4]([C:15]([C:17]2[CH:18]=[C:19]([OH:24])[CH:20]=[C:21]([OH:23])[CH:22]=2)=[O:16])[C@@H:3]1[CH3:25].F[B-](F)(F)F.N1(OC(N(C)C)=[N+](C)C)C2C=CC=CC=2N=N1.[C:48]([O:52][C:53]([N:55]1[CH2:60][CH2:59][CH:58]([C:61](O)=[O:62])[CH2:57][CH2:56]1)=[O:54])([CH3:51])([CH3:50])[CH3:49].C(N(CC)C(C)C)(C)C.